This data is from Reaction yield outcomes from USPTO patents with 853,638 reactions. The task is: Predict the reaction yield, written as a fraction of the theoretical maximum amount of product (1.0 means a 100% yield; for example, 0.34 means a 34% yield). (1) The reactants are Cl[C:2]1[CH:3]=[CH:4][C:5]2[N:11]3[CH2:12][C@H:8]([CH2:9][CH2:10]3)[N:7]([C:13]([NH:15][C:16]3[CH:21]=[N:20][CH:19]=[CH:18][N:17]=3)=[O:14])[C:6]=2[N:22]=1.[CH3:23][CH:24]1[CH2:29][CH2:28][NH:27][CH2:26][CH2:25]1.C([O-])([O-])=O.[Cs+].[Cs+].CC(C1C=C(C(C)C)C(C2C=CC=CC=2P(C2CCCCC2)C2CCCCC2)=C(C(C)C)C=1)C. The catalyst is O1CCOCC1.CC([O-])=O.CC([O-])=O.[Pd+2].CCOC(C)=O.O. The product is [CH3:23][CH:24]1[CH2:29][CH2:28][N:27]([C:2]2[CH:3]=[CH:4][C:5]3[N:11]4[CH2:12][C@H:8]([CH2:9][CH2:10]4)[N:7]([C:13]([NH:15][C:16]4[CH:21]=[N:20][CH:19]=[CH:18][N:17]=4)=[O:14])[C:6]=3[N:22]=2)[CH2:26][CH2:25]1. The yield is 0.409. (2) The reactants are [CH2:1]([O:3][CH2:4][O:5][C:6]1[CH:11]=[C:10]([O:12][CH2:13][O:14][CH2:15][CH3:16])[CH:9]=[CH:8][C:7]=1[O:17][CH3:18])[CH3:2].[Li][CH2:20]CCC.CI. The catalyst is C1COCC1. The product is [CH2:15]([O:14][CH2:13][O:12][C:10]1[CH:9]=[CH:8][C:7]([O:17][CH3:18])=[C:6]([O:5][CH2:4][O:3][CH2:1][CH3:2])[C:11]=1[CH3:20])[CH3:16]. The yield is 0.530. (3) The reactants are [H-].[Na+].[CH3:3][CH2:4][O:5][C:6]([CH:8]([NH:14][C:15]([CH3:17])=[O:16])[C:9]([O:11][CH2:12][CH3:13])=[O:10])=[O:7].[C:18]([N:25]1[C:37]2[CH:36]=[CH:35][C:34]([CH2:38]Br)=[CH:33][C:32]=2[C:31]2[C:26]1=[CH:27][CH:28]=[CH:29][CH:30]=2)([O:20][C:21]([CH3:24])([CH3:23])[CH3:22])=[O:19]. The catalyst is C1COCC1. The product is [CH2:12]([O:11][C:9](=[O:10])[C:8]([NH:14][C:15](=[O:16])[CH3:17])([CH2:38][C:34]1[CH:35]=[CH:36][C:37]2[N:25]([C:18]([O:20][C:21]([CH3:24])([CH3:23])[CH3:22])=[O:19])[C:26]3[C:31]([C:32]=2[CH:33]=1)=[CH:30][CH:29]=[CH:28][CH:27]=3)[C:6]([O:5][CH2:4][CH3:3])=[O:7])[CH3:13]. The yield is 0.270. (4) The catalyst is O.CC(O)=O. The reactants are [NH2:1][C:2]1[NH:6][N:5]=[N:4][N:3]=1.S(=O)(=O)(O)O.[N:12]([O-])=O.[Na+].[NH2:16][C:17]1[CH:21]=[C:20]([CH3:22])[NH:19][N:18]=1. The product is [CH3:22][C:20]1[C:21](=[N:12][NH:1][C:2]2[N:3]=[N:4][NH:5][N:6]=2)[C:17]([NH2:16])=[N:18][N:19]=1. The yield is 0.0300.